From a dataset of hERG potassium channel inhibition data for cardiac toxicity prediction from Karim et al.. Regression/Classification. Given a drug SMILES string, predict its toxicity properties. Task type varies by dataset: regression for continuous values (e.g., LD50, hERG inhibition percentage) or binary classification for toxic/non-toxic outcomes (e.g., AMES mutagenicity, cardiotoxicity, hepatotoxicity). Dataset: herg_karim. (1) The molecule is CCCc1nc(C(C)(C)O)c(C(=O)O)n1Cc1ccc(-c2ccccc2-c2nn[nH]n2)cc1. The result is 0 (non-blocker). (2) The molecule is COc1ccc([C@H]2CC[C@@H](N3CC(NC(=O)CNc4noc5ccc(C(F)(F)F)cc45)C3)CC2)cn1. The result is 1 (blocker). (3) The molecule is C[C@@H](c1ccccn1)c1c(CCN(C)C)oc2ccccc12. The result is 1 (blocker). (4) The compound is O[C@H]1CC[C@H](Nc2ccc3ncc(-c4cccc(C(F)(F)F)c4)n3n2)CC1. The result is 0 (non-blocker).